Predict the reactants needed to synthesize the given product. From a dataset of Full USPTO retrosynthesis dataset with 1.9M reactions from patents (1976-2016). The reactants are: CON(C)[C:4]([C:6]1[C:14]2[C:9](=[CH:10][CH:11]=[C:12]([O:15][CH3:16])[CH:13]=2)[N:8]([S:17]([C:20]2[CH:26]=[CH:25][C:23](C)=[CH:22][CH:21]=2)(=[O:19])=[O:18])[N:7]=1)=[O:5].[H-].[H-].[H-].[H-].[Li+].[Al+3]. Given the product [CH3:16][O:15][C:12]1[CH:13]=[C:14]2[C:9](=[CH:10][CH:11]=1)[N:8]([S:17]([C:20]1[CH:26]=[CH:25][CH:23]=[CH:22][CH:21]=1)(=[O:19])=[O:18])[N:7]=[C:6]2[CH:4]=[O:5], predict the reactants needed to synthesize it.